From a dataset of Full USPTO retrosynthesis dataset with 1.9M reactions from patents (1976-2016). Predict the reactants needed to synthesize the given product. (1) Given the product [CH2:2]([O:35][C:24]1[CH:25]=[C:26]([CH2:29][CH2:30][C:31]([O:33][CH3:34])=[O:32])[CH:27]=[CH:28][C:23]=1[C:19]1[CH:20]=[CH:21][CH:22]=[C:17]([N:15]([CH3:16])[C:14]([NH:13][CH2:6][CH2:7][CH2:8][CH2:9][CH2:10][CH2:11][CH3:12])=[O:36])[CH:18]=1)[CH2:3][CH2:4][CH3:5], predict the reactants needed to synthesize it. The reactants are: I[CH2:2][CH2:3][CH2:4][CH3:5].[CH2:6]([NH:13][C:14](=[O:36])[N:15]([C:17]1[CH:18]=[C:19]([C:23]2[CH:28]=[CH:27][C:26]([CH2:29][CH2:30][C:31]([O:33][CH3:34])=[O:32])=[CH:25][C:24]=2[OH:35])[CH:20]=[CH:21][CH:22]=1)[CH3:16])[CH2:7][CH2:8][CH2:9][CH2:10][CH2:11][CH3:12].C(=O)([O-])[O-].[K+].[K+]. (2) Given the product [Br:1][C:2]1[CH:3]=[CH:4][C:5]([C:8]([C:10]2[CH:15]=[N:14][CH:13]=[N:12][CH:11]=2)([OH:9])[C:16]([CH3:19])([CH3:18])[CH3:17])=[CH:6][CH:7]=1, predict the reactants needed to synthesize it. The reactants are: [Br:1][C:2]1[CH:7]=[CH:6][C:5]([C:8]([C:10]2[CH:11]=[N:12][CH:13]=[N:14][CH:15]=2)=[O:9])=[CH:4][CH:3]=1.[C:16]([Mg]Cl)([CH3:19])([CH3:18])[CH3:17]. (3) Given the product [CH2:12]([C:7]1[N:8]=[C:9]([NH2:11])[S:10][C:6]=1[O:2][CH3:1])[CH3:13], predict the reactants needed to synthesize it. The reactants are: [CH3:1][O-:2].[Na+].[Na].Br[C:6]1[S:10][C:9]([NH2:11])=[N:8][C:7]=1[CH2:12][CH3:13]. (4) Given the product [Br:27][C:16]1[CH:15]=[C:14]([C:28]2[C:32]([C:33]3[CH:34]=[CH:35][C:36]([O:39][CH3:40])=[CH:37][CH:38]=3)=[C:31]([CH3:41])[O:30][N:29]=2)[C:13]([OH:12])=[CH:18][C:17]=1[OH:19], predict the reactants needed to synthesize it. The reactants are: B(Cl)(Cl)Cl.C([O:12][C:13]1[CH:18]=[C:17]([O:19]CC2C=CC=CC=2)[C:16]([Br:27])=[CH:15][C:14]=1[C:28]1[C:32]([C:33]2[CH:38]=[CH:37][C:36]([O:39][CH3:40])=[CH:35][CH:34]=2)=[C:31]([CH3:41])[O:30][N:29]=1)C1C=CC=CC=1. (5) The reactants are: [Cl:1][C:2]1[CH:9]=[CH:8][C:5]([CH:6]=O)=[CH:4][CH:3]=1.[NH2:10][C@@H:11]([CH3:14])[CH2:12][OH:13].[BH4-].[Na+]. Given the product [Cl:1][C:2]1[CH:9]=[CH:8][C:5]([CH2:6][NH:10][C@@H:11]([CH3:14])[CH2:12][OH:13])=[CH:4][CH:3]=1, predict the reactants needed to synthesize it. (6) Given the product [Cl:12][C:13]1[C:18]([C:6]2[C:7]([O:9][CH3:10])=[N:8][C:3]([O:2][CH3:1])=[N:4][CH:5]=2)=[CH:17][CH:16]=[CH:15][N:14]=1, predict the reactants needed to synthesize it. The reactants are: [CH3:1][O:2][C:3]1[N:8]=[C:7]([O:9][CH3:10])[C:6](I)=[CH:5][N:4]=1.[Cl:12][C:13]1[C:18](B(O)O)=[CH:17][CH:16]=[CH:15][N:14]=1.C([O-])([O-])=O.[Na+].[Na+].C1C=CC(P(C2C=CC=CC=2)C2C=CC=CC=2)=CC=1. (7) Given the product [CH2:19]([O:1][CH:2]1[CH2:3][CH2:4][N:5]([C:8]([O:10][C:11]([CH3:14])([CH3:13])[CH3:12])=[O:9])[CH2:6][CH2:7]1)[CH:18]=[CH2:17], predict the reactants needed to synthesize it. The reactants are: [OH:1][CH:2]1[CH2:7][CH2:6][N:5]([C:8]([O:10][C:11]([CH3:14])([CH3:13])[CH3:12])=[O:9])[CH2:4][CH2:3]1.[H-].[Na+].[CH2:17](Br)[CH:18]=[CH2:19]. (8) Given the product [F:1][C:2]1[CH:3]=[C:4]([C:5]([CH:7]2[CH2:10][N:9]([C:11]([O:13][C:14]([CH3:15])([CH3:16])[CH3:17])=[O:12])[CH2:8]2)([OH:6])[C:31]([CH2:22][CH3:23])([CH2:30][CH3:34])[CH3:32])[CH:18]=[C:19]([F:21])[CH:20]=1, predict the reactants needed to synthesize it. The reactants are: [F:1][C:2]1[CH:3]=[C:4]([CH:18]=[C:19]([F:21])[CH:20]=1)[C:5]([CH:7]1[CH2:10][N:9]([C:11]([O:13][C:14]([CH3:17])([CH3:16])[CH3:15])=[O:12])[CH2:8]1)=[O:6].[C:22]([Mg]Cl)(C)(C)[CH3:23].[NH4+].[Cl-].[CH2:30]1[CH2:34]O[CH2:32][CH2:31]1. (9) Given the product [C:1]([C:5]1[CH:18]=[CH:17][C:8]([O:9][CH2:10][C@H:11]2[O:15][C:14](=[O:16])[N:13]([C:34]3[C:42]4[C:37](=[CH:38][N:39]=[CH:40][CH:41]=4)[S:36][CH:35]=3)[CH2:12]2)=[CH:7][CH:6]=1)([CH3:4])([CH3:2])[CH3:3], predict the reactants needed to synthesize it. The reactants are: [C:1]([C:5]1[CH:18]=[CH:17][C:8]([O:9][CH2:10][C@H:11]2[O:15][C:14](=[O:16])[NH:13][CH2:12]2)=[CH:7][CH:6]=1)([CH3:4])([CH3:3])[CH3:2].N[C@@H]1CCCC[C@H]1N.C(=O)([O-])[O-].[Cs+].[Cs+].Br[C:34]1[C:42]2[C:37](=[CH:38][N:39]=[CH:40][CH:41]=2)[S:36][CH:35]=1.